Dataset: Full USPTO retrosynthesis dataset with 1.9M reactions from patents (1976-2016). Task: Predict the reactants needed to synthesize the given product. (1) Given the product [CH3:1][N:2]1[C:10]2[C:5](=[CH:6][C:7]([NH2:11])=[CH:8][CH:9]=2)[C:4]([CH3:15])([CH3:14])[CH2:3]1, predict the reactants needed to synthesize it. The reactants are: [CH3:1][N:2]1[C:10]2[C:5](=[CH:6][C:7]([N+:11]([O-])=O)=[CH:8][CH:9]=2)[C:4]([CH3:15])([CH3:14])[CH2:3]1.O.O.[Sn](Cl)(Cl)(Cl)Cl.Cl. (2) The reactants are: [C:1]([NH:8][CH2:9][C:10]([OH:12])=O)([O:3][C:4]([CH3:7])([CH3:6])[CH3:5])=[O:2].CCN=C=NCCCN(C)C.Cl.C(Cl)Cl.[NH2:28][C:29]1[CH:34]=[CH:33][CH:32]=[CH:31][C:30]=1[C:35]([C:37]1[CH:38]=[N:39][C:40]2[C:45]([CH:46]=1)=[CH:44][CH:43]=[CH:42][CH:41]=2)=[O:36]. Given the product [C:4]([O:3][C:1](=[O:2])[NH:8][CH2:9][C:10](=[O:12])[NH:28][C:29]1[CH:34]=[CH:33][CH:32]=[CH:31][C:30]=1[C:35]([C:37]1[CH:38]=[N:39][C:40]2[C:45]([CH:46]=1)=[CH:44][CH:43]=[CH:42][CH:41]=2)=[O:36])([CH3:5])([CH3:6])[CH3:7], predict the reactants needed to synthesize it. (3) Given the product [OH:63][CH:64]([CH2:116][CH2:117][O:118][C:119]1[CH:124]=[CH:123][CH:122]=[CH:121][CH:120]=1)[CH2:65][C:66]([OH:67])=[O:1], predict the reactants needed to synthesize it. The reactants are: [OH:1][C@H](CCC1C=CC(F)=CC=1)CC(SCCNC(=O)CCNC(=O)[C@H](O)C(C)(C)COP(O)(=O)OP(O)(=O)OC[C@H]1O[C@@H](N2C3N=CN=C(N)C=3N=C2)[C@H](O)[C@@H]1OP(O)(O)=O)=O.[OH:63][C@H:64]([CH2:116][CH2:117][O:118][C:119]1[CH:124]=[CH:123][CH:122]=[CH:121][CH:120]=1)[CH2:65][C:66](SCCNC(=O)CCNC(=O)[C@H](O)C(C)(C)COP(O)(=O)OP(O)(=O)OC[C@H]1O[C@@H](N2C3N=CN=C(N)C=3N=C2)[C@H](O)[C@@H]1OP(O)(O)=O)=[O:67]. (4) Given the product [C:1]([OH:8])(=[O:7])/[CH:2]=[CH:3]/[C:4]([OH:6])=[O:5].[F:40][CH:10]([F:9])[C:11]1[CH:16]=[C:15]([C@@:17]2([C:28]3[CH:33]=[CH:32][CH:31]=[C:30]([C:34]4[CH:35]=[N:36][CH:37]=[N:38][CH:39]=4)[CH:29]=3)[C:25]3[C:20](=[C:21]([F:26])[CH:22]=[CH:23][CH:24]=3)[C:19]([NH2:27])=[N:18]2)[CH:14]=[CH:13][N:12]=1.[F:40][CH:10]([C:11]1[CH:16]=[C:15]([C@@:17]2([C:28]3[CH:33]=[CH:32][CH:31]=[C:30]([C:34]4[CH:39]=[N:38][CH:37]=[N:36][CH:35]=4)[CH:29]=3)[C:25]3[C:20](=[C:21]([F:26])[CH:22]=[CH:23][CH:24]=3)[C:19]([NH2:27])=[N:18]2)[CH:14]=[CH:13][N:12]=1)[F:9], predict the reactants needed to synthesize it. The reactants are: [C:1]([OH:8])(=[O:7])/[CH:2]=[CH:3]/[C:4]([OH:6])=[O:5].[F:9][CH:10]([F:40])[C:11]1[CH:16]=[C:15]([C@@:17]2([C:28]3[CH:33]=[CH:32][CH:31]=[C:30]([C:34]4[CH:35]=[N:36][CH:37]=[N:38][CH:39]=4)[CH:29]=3)[C:25]3[C:20](=[C:21]([F:26])[CH:22]=[CH:23][CH:24]=3)[C:19]([NH2:27])=[N:18]2)[CH:14]=[CH:13][N:12]=1.C(O)CCC. (5) Given the product [Br:1][C:2]([F:18])([F:17])[C:3]([CH:6]1[CH2:10][CH:9]([C:11]([NH:25][CH:19]2[CH2:24][CH2:23][CH2:22][CH2:21][CH2:20]2)=[O:13])[CH2:8][CH:7]1[C:14]([NH:25][CH:19]1[CH2:24][CH2:23][CH2:22][CH2:21][CH2:20]1)=[O:16])([F:4])[F:5], predict the reactants needed to synthesize it. The reactants are: [Br:1][C:2]([F:18])([F:17])[C:3]([CH:6]1[CH2:10][CH:9]([C:11]([OH:13])=O)[CH2:8][CH:7]1[C:14]([OH:16])=O)([F:5])[F:4].[CH:19]1([NH2:25])[CH2:24][CH2:23][CH2:22][CH2:21][CH2:20]1. (6) Given the product [CH3:1][O:2][C:3](=[O:15])[CH:4]([C:5]1[CH:6]=[CH:7][C:8]([C:11]([CH3:12])([CH3:14])[CH3:13])=[CH:9][CH:10]=1)[CH3:16], predict the reactants needed to synthesize it. The reactants are: [CH3:1][O:2][C:3](=[O:15])[CH2:4][C:5]1[CH:10]=[CH:9][C:8]([C:11]([CH3:14])([CH3:13])[CH3:12])=[CH:7][CH:6]=1.[CH3:16]I.[NH4+].[Cl-]. (7) The reactants are: O1C2C=CC=CC=2C[C:3](=[O:11])N1.[C:12]([C:16]1[CH:44]=[CH:43][C:19]([C:20]([NH:22][C:23]2[CH:38]=[C:37](C(OC)=O)[CH:36]=[CH:35][C:24]=2[C:25]([NH:27][C:28]2[CH:33]=[CH:32][C:31]([Cl:34])=[CH:30][N:29]=2)=[O:26])=[O:21])=[CH:18][CH:17]=1)([CH3:15])([CH3:14])[CH3:13].Cl.C1C[O:49][CH2:48]C1. Given the product [C:12]([C:16]1[CH:44]=[CH:43][C:19]([C:20]([NH:22][C:23]2[CH:38]=[CH:37][C:36]([C:48]([O:11][CH3:3])=[O:49])=[CH:35][C:24]=2[C:25]([NH:27][C:28]2[CH:33]=[CH:32][C:31]([Cl:34])=[CH:30][N:29]=2)=[O:26])=[O:21])=[CH:18][CH:17]=1)([CH3:15])([CH3:13])[CH3:14], predict the reactants needed to synthesize it. (8) Given the product [CH:1]1([CH:6]([C:20]2[CH:24]=[CH:23][S:22][CH:21]=2)[NH:7][C:8]([C:10]2[CH:11]=[C:12]3[C:16](=[CH:17][CH:18]=2)[NH:15][N:14]=[C:13]3[C:39]2[CH:38]=[CH:37][C:36]([O:35][CH:32]3[CH2:31][CH2:30][N:29]([CH2:28][CH2:27][O:26][CH3:25])[CH2:34][CH2:33]3)=[CH:41][CH:40]=2)=[O:9])[CH2:5][CH2:4][CH2:3][CH2:2]1, predict the reactants needed to synthesize it. The reactants are: [CH:1]1([CH:6]([C:20]2[CH:24]=[CH:23][S:22][CH:21]=2)[NH:7][C:8]([C:10]2[CH:11]=[C:12]3[C:16](=[CH:17][CH:18]=2)[NH:15][N:14]=[C:13]3I)=[O:9])[CH2:5][CH2:4][CH2:3][CH2:2]1.[CH3:25][O:26][CH2:27][CH2:28][N:29]1[CH2:34][CH2:33][CH:32]([O:35][C:36]2[CH:41]=[CH:40][C:39](B3OC(C)(C)C(C)(C)O3)=[CH:38][CH:37]=2)[CH2:31][CH2:30]1. (9) Given the product [CH3:30][C:29]1[CH:28]=[CH:27][C:22]([C:23]([O:25][CH3:26])=[O:24])=[CH:21][C:20]=1[N:14]1[C:13](=[O:31])[C:12]2[C:17](=[CH:18][CH:19]=[C:10]([N:6]3[CH2:7][CH2:8][N:3]([CH2:1][CH3:2])[CH2:4][CH2:5]3)[CH:11]=2)[N:16]=[CH:15]1, predict the reactants needed to synthesize it. The reactants are: [CH2:1]([N:3]1[CH2:8][CH2:7][NH:6][CH2:5][CH2:4]1)[CH3:2].Br[C:10]1[CH:11]=[C:12]2[C:17](=[CH:18][CH:19]=1)[N:16]=[CH:15][N:14]([C:20]1[CH:21]=[C:22]([CH:27]=[CH:28][C:29]=1[CH3:30])[C:23]([O:25][CH3:26])=[O:24])[C:13]2=[O:31]. (10) Given the product [C:4]([O:6][CH2:11][C:12](=[O:13])[NH:14][CH2:16][CH2:15][NH:14][C:12](=[O:13])[CH2:11][O:5][C:4](=[O:6])/[CH:3]=[CH:2]/[C:1]([O:8][CH3:9])=[O:7])(=[O:5])/[CH:3]=[CH:2]/[C:1]([O:8][CH3:9])=[O:7], predict the reactants needed to synthesize it. The reactants are: [C:1]([O:8][CH3:9])(=[O:7])/[CH:2]=[CH:3]/[C:4]([OH:6])=[O:5].Cl[CH2:11][C:12]([NH:14][CH2:15][CH2:16]C(Cl)C(N)=O)=[O:13].